From a dataset of Peptide-MHC class I binding affinity with 185,985 pairs from IEDB/IMGT. Regression. Given a peptide amino acid sequence and an MHC pseudo amino acid sequence, predict their binding affinity value. This is MHC class I binding data. (1) The peptide sequence is QAFTFSPTY. The MHC is Patr-B0101 with pseudo-sequence Patr-B0101. The binding affinity (normalized) is 0.0461. (2) The peptide sequence is EEKRWIAVPTW. The MHC is Mamu-B01 with pseudo-sequence Mamu-B01. The binding affinity (normalized) is 0. (3) The peptide sequence is NIYRRWIQLGL. The MHC is Mamu-A02 with pseudo-sequence Mamu-A02. The binding affinity (normalized) is 0. (4) The peptide sequence is GDYKLVEI. The MHC is Mamu-B03 with pseudo-sequence Mamu-B03. The binding affinity (normalized) is 0. (5) The peptide sequence is DTLKVGNTY. The MHC is HLA-B15:01 with pseudo-sequence HLA-B15:01. The binding affinity (normalized) is 0.213. (6) The peptide sequence is IQAGVDRFY. The MHC is HLA-A02:01 with pseudo-sequence HLA-A02:01. The binding affinity (normalized) is 0.0847. (7) The peptide sequence is APRQPGLMA. The MHC is HLA-A03:01 with pseudo-sequence HLA-A03:01. The binding affinity (normalized) is 0.0847. (8) The peptide sequence is KTFPPTEPK. The MHC is HLA-A26:01 with pseudo-sequence HLA-A26:01. The binding affinity (normalized) is 0.0847. (9) The peptide sequence is FQKDAKVLF. The MHC is HLA-B15:09 with pseudo-sequence HLA-B15:09. The binding affinity (normalized) is 0.0847.